Dataset: Catalyst prediction with 721,799 reactions and 888 catalyst types from USPTO. Task: Predict which catalyst facilitates the given reaction. (1) Reactant: [NH2:1][C:2]1[N:10]=[CH:9][CH:8]=[CH:7][C:3]=1[C:4]([OH:6])=O.ON1C2C=CC=CC=2N=N1.CCN=C=NCCCN(C)C.[F:32][C:33]([F:50])([F:49])[C:34]1[CH:35]=[C:36]([CH:46]=[CH:47][CH:48]=1)[O:37][C:38]1[CH:39]=[C:40]([CH:43]=[CH:44][CH:45]=1)[CH2:41][NH2:42].C(=O)(O)[O-].[Na+]. Product: [F:32][C:33]([F:49])([F:50])[C:34]1[CH:35]=[C:36]([CH:46]=[CH:47][CH:48]=1)[O:37][C:38]1[CH:39]=[C:40]([CH2:41][NH:42][C:4](=[O:6])[C:3]2[CH:7]=[CH:8][CH:9]=[N:10][C:2]=2[NH2:1])[CH:43]=[CH:44][CH:45]=1. The catalyst class is: 3. (2) Reactant: [Br:1][C:2]1[CH:9]=[CH:8][C:7]([Cl:10])=[CH:6][C:3]=1[CH2:4]Br.BrC1C=CC(Cl)=CC=1C.BrN1C(=O)CCC1=O.[CH:28]1([N:34]2[C:38]3[CH:39]=[CH:40][C:41]([C:43]([O:45][CH2:46][CH3:47])=[O:44])=[CH:42][C:37]=3[N:36]=[C:35]2[C:48]2[CH:53]=[CH:52][C:51]([OH:54])=[CH:50][CH:49]=2)[CH2:33][CH2:32][CH2:31][CH2:30][CH2:29]1.C(=O)([O-])[O-].[K+].[K+]. Product: [Br:1][C:2]1[CH:9]=[CH:8][C:7]([Cl:10])=[CH:6][C:3]=1[CH2:4][O:54][C:51]1[CH:52]=[CH:53][C:48]([C:35]2[N:34]([CH:28]3[CH2:33][CH2:32][CH2:31][CH2:30][CH2:29]3)[C:38]3[CH:39]=[CH:40][C:41]([C:43]([O:45][CH2:46][CH3:47])=[O:44])=[CH:42][C:37]=3[N:36]=2)=[CH:49][CH:50]=1. The catalyst class is: 255. (3) Reactant: [CH3:1][C:2]([C:5]1[CH:6]=[CH:7][C:8]([C:11]([CH2:13][CH2:14][CH2:15][N:16]2[CH2:21][CH2:20][CH:19](OC(C3C=CC=CC=3)C3C=CC=CC=3)[CH2:18][CH2:17]2)=[O:12])=[CH:9][CH:10]=1)([CH3:4])[CH3:3].CC(C(O)=O)(C1C=CC(C(CCCN2CCC([O:56][CH:57]([C:64]3[CH:65]=[CH:66][CH:67]=[CH:68][CH:69]=3)[C:58]3[CH:59]=[CH:60][CH:61]=[CH:62][CH:63]=3)CC2)=O)=CC=1)C. Product: [CH3:4][C:2]([C:5]1[CH:6]=[CH:7][C:8]([CH:11]([OH:12])[CH2:13][CH2:14][CH2:15][N:16]2[CH2:21][CH2:20][CH:19]([C:57]([OH:56])([C:64]3[CH:65]=[CH:66][CH:67]=[CH:68][CH:69]=3)[C:58]3[CH:63]=[CH:62][CH:61]=[CH:60][CH:59]=3)[CH2:18][CH2:17]2)=[CH:9][CH:10]=1)([CH3:1])[CH3:3]. The catalyst class is: 16. (4) Reactant: [OH:1][CH2:2][C:3]([NH:5][CH3:6])=[O:4].C(N(C(C)C)CC)(C)C.Cl[C:17]([O:19][C:20]1[CH:25]=[CH:24][C:23]([N+:26]([O-:28])=[O:27])=[CH:22][CH:21]=1)=[O:18]. Product: [C:17](=[O:18])([O:1][CH2:2][C:3]([NH:5][CH3:6])=[O:4])[O:19][C:20]1[CH:21]=[CH:22][C:23]([N+:26]([O-:28])=[O:27])=[CH:24][CH:25]=1. The catalyst class is: 4. (5) Reactant: [CH3:1][C:2]([C:6]1[CH:11]=[C:10](B2OC(C)(C)C(C)(C)O2)[CH:9]=[CH:8][N:7]=1)([CH3:5])[C:3]#[N:4].[NH2:21][C:22]1[C:23]([C:29]2[O:33][C:32]([C:34]3[CH:39]=[CH:38][C:37]([CH2:40][N:41]([CH3:49])[C:42](=[O:48])[O:43][C:44]([CH3:47])([CH3:46])[CH3:45])=[CH:36][CH:35]=3)=[N:31][N:30]=2)=[N:24][C:25](Br)=[CH:26][N:27]=1.C(=O)([O-])[O-].[Na+].[Na+]. Product: [NH2:21][C:22]1[C:23]([C:29]2[O:33][C:32]([C:34]3[CH:35]=[CH:36][C:37]([CH2:40][N:41]([CH3:49])[C:42](=[O:48])[O:43][C:44]([CH3:45])([CH3:46])[CH3:47])=[CH:38][CH:39]=3)=[N:31][N:30]=2)=[N:24][C:25]([C:10]2[CH:9]=[CH:8][N:7]=[C:6]([C:2]([C:3]#[N:4])([CH3:1])[CH3:5])[CH:11]=2)=[CH:26][N:27]=1. The catalyst class is: 77. (6) Reactant: [CH:1](=[N:8]/[OH:9])\[C:2]1[CH:7]=[CH:6][CH:5]=[CH:4][CH:3]=1.[Cl:10]N1C(=O)CCC1=O.O. Product: [Cl:10][C:2]1([CH:7]=[CH:6][CH:5]=[CH:4][CH2:3]1)/[CH:1]=[N:8]/[OH:9]. The catalyst class is: 2. (7) Reactant: [NH2:1][C:2]1[CH:10]=[CH:9][CH:8]=[C:7]2[C:3]=1[CH2:4][O:5][C:6]2=[O:11].[N:12]1[CH:17]=[CH:16][CH:15]=[CH:14][C:13]=1[CH:18]=O.[O-]S([O-])(=O)=O.[Mg+2]. Product: [N:12]1[CH:17]=[CH:16][CH:15]=[CH:14][C:13]=1/[CH:18]=[N:1]/[C:2]1[CH:10]=[CH:9][CH:8]=[C:7]2[C:3]=1[CH2:4][O:5][C:6]2=[O:11]. The catalyst class is: 4.